Predict the product of the given reaction. From a dataset of Forward reaction prediction with 1.9M reactions from USPTO patents (1976-2016). (1) Given the reactants [Cl:1][C:2]1[CH:3]=[N:4][C:5]2[N:6]([N:8]=[C:9]([C:11]([OH:13])=O)[CH:10]=2)[CH:7]=1.[S:14]1[C:22]2[CH2:21][CH2:20][NH:19][CH2:18][C:17]=2[CH:16]=[CH:15]1, predict the reaction product. The product is: [Cl:1][C:2]1[CH:3]=[N:4][C:5]2[N:6]([N:8]=[C:9]([C:11]([N:19]3[CH2:20][CH2:21][C:22]4[S:14][CH:15]=[CH:16][C:17]=4[CH2:18]3)=[O:13])[CH:10]=2)[CH:7]=1. (2) Given the reactants CCN(S(F)(F)[F:7])CC.[Br:10][C:11]1[CH:12]=[CH:13][C:14]2[N:15]([CH2:25][CH:26](O)[CH2:27][NH:28][C:29]3[CH:34]=[CH:33][CH:32]=[C:31]([O:35][CH3:36])[CH:30]=3)[C:16]3[C:21]([C:22]=2[CH:23]=1)=[CH:20][C:19]([Br:24])=[CH:18][CH:17]=3, predict the reaction product. The product is: [Br:10][C:11]1[CH:12]=[CH:13][C:14]2[N:15]([CH2:25][CH:26]([F:7])[CH2:27][NH:28][C:29]3[CH:34]=[CH:33][CH:32]=[C:31]([O:35][CH3:36])[CH:30]=3)[C:16]3[C:21]([C:22]=2[CH:23]=1)=[CH:20][C:19]([Br:24])=[CH:18][CH:17]=3. (3) Given the reactants Br[C:2]([CH2:4][Br:5])=[CH2:3].[CH2:6]([Mg]Br)[CH2:7][CH2:8][CH2:9]C.Cl.[CH2:14](OCC)C, predict the reaction product. The product is: [Br:5][C:4]([CH2:2][CH2:3][CH2:6][CH2:7][CH2:8][CH3:9])=[CH2:14]. (4) Given the reactants [C:1]([O:5][C:6]([N:8]1[CH2:13][CH2:12][N:11]([CH2:14][C:15]2[CH:20]=[C:19]([NH2:21])[C:18]([C:22]([O:24]CC)=[O:23])=[CH:17][C:16]=2[Br:27])[CH2:10][CH2:9]1)=[O:7])([CH3:4])([CH3:3])[CH3:2].NC1C(Cl)=C(C=O)C(C(F)(F)F)=CC=1C(O)=O, predict the reaction product. The product is: [C:1]([O:5][C:6]([N:8]1[CH2:13][CH2:12][N:11]([CH2:14][C:15]2[CH:20]=[C:19]([NH2:21])[C:18]([C:22]([OH:24])=[O:23])=[CH:17][C:16]=2[Br:27])[CH2:10][CH2:9]1)=[O:7])([CH3:4])([CH3:2])[CH3:3]. (5) The product is: [CH2:37]([O:39][CH2:40][N:12]1[N:11]=[C:10]([C:14]([O:16][CH2:17][CH3:18])=[O:15])[C:9]([C:7](=[O:8])[C:6]2[CH:19]=[C:20]([O:21][CH3:22])[C:3]([O:2][CH3:1])=[CH:4][C:5]=2[N+:23]([O-:25])=[O:24])=[N:13]1)[CH3:38]. Given the reactants [CH3:1][O:2][C:3]1[C:20]([O:21][CH3:22])=[CH:19][C:6]([C:7]([C:9]2[NH:13][N:12]=[N:11][C:10]=2[C:14]([O:16][CH2:17][CH3:18])=[O:15])=[O:8])=[C:5]([N+:23]([O-:25])=[O:24])[CH:4]=1.C1(C)C=CC(S(O)(=O)=O)=CC=1.[CH2:37]([O:39][CH2:40]OCC)[CH3:38], predict the reaction product.